This data is from Reaction yield outcomes from USPTO patents with 853,638 reactions. The task is: Predict the reaction yield, written as a fraction of the theoretical maximum amount of product (1.0 means a 100% yield; for example, 0.34 means a 34% yield). (1) The reactants are [CH:1]1([CH2:6][CH:7]([C:11]2[CH:16]=[CH:15][C:14]([S:17]([CH3:20])(=[O:19])=[O:18])=[C:13]([C:21]([F:24])([F:23])[F:22])[CH:12]=2)[C:8](O)=[O:9])[CH2:5][CH2:4][CH2:3][CH2:2]1.C1(P(C2C=CC=CC=2)C2C=CC=CC=2)C=CC=CC=1.BrN1C(=O)CCC1=O.[NH2:52][C:53]1[CH:58]=[CH:57][CH:56]=[CH:55][N:54]=1. The catalyst is C(Cl)Cl.N1C=CC=CC=1. The product is [CH:1]1([CH2:6][CH:7]([C:11]2[CH:16]=[CH:15][C:14]([S:17]([CH3:20])(=[O:18])=[O:19])=[C:13]([C:21]([F:22])([F:23])[F:24])[CH:12]=2)[C:8]([NH:52][C:53]2[CH:58]=[CH:57][CH:56]=[CH:55][N:54]=2)=[O:9])[CH2:2][CH2:3][CH2:4][CH2:5]1. The yield is 0.615. (2) The yield is 0.270. The product is [F:21][C:20]1[C:19]2[CH2:18][CH2:17][CH2:16][CH2:15][C:14]=2[N:13]2[CH2:22][CH2:23][N:10]([C:6]3[N:5]=[CH:4][CH:3]=[C:2]([C:30]4[CH:29]=[C:28]([NH:41][C:42]5[CH:47]=[CH:46][N:45]=[CH:44][N:43]=5)[C:27](=[O:48])[N:26]([CH3:25])[CH:31]=4)[C:7]=3[CH:8]=[O:9])[C:11](=[O:24])[C:12]=12. The catalyst is C1C=CC(P(C2C=CC=CC=2)[C-]2C=CC=C2)=CC=1.C1C=CC(P(C2C=CC=CC=2)[C-]2C=CC=C2)=CC=1.Cl[Pd]Cl.[Fe+2].O.C(#N)C. The reactants are Cl[C:2]1[C:7]([CH:8]=[O:9])=[C:6]([N:10]2[CH2:23][CH2:22][N:13]3[C:14]4[CH2:15][CH2:16][CH2:17][CH2:18][C:19]=4[C:20]([F:21])=[C:12]3[C:11]2=[O:24])[N:5]=[CH:4][CH:3]=1.[CH3:25][N:26]1[CH:31]=[C:30](B2OC(C)(C)C(C)(C)O2)[CH:29]=[C:28]([NH:41][C:42]2[CH:47]=[CH:46][N:45]=[CH:44][N:43]=2)[C:27]1=[O:48].[O-]P([O-])([O-])=O.[K+].[K+].[K+].CC([O-])=O.[Na+]. (3) The yield is 0.650. The product is [Br:1][C:2]1[C:3](=[O:28])[N:4]([C:20]2[C:21]([F:27])=[CH:22][CH:23]=[CH:24][C:25]=2[F:26])[C:5]([C:18]([OH:31])=[O:19])=[CH:6][C:7]=1[O:8][CH2:9][C:10]1[CH:15]=[CH:14][C:13]([F:16])=[CH:12][C:11]=1[F:17]. The catalyst is CC(C)=O. The reactants are [Br:1][C:2]1[C:3](=[O:28])[N:4]([C:20]2[C:25]([F:26])=[CH:24][CH:23]=[CH:22][C:21]=2[F:27])[C:5]([CH2:18][OH:19])=[CH:6][C:7]=1[O:8][CH2:9][C:10]1[CH:15]=[CH:14][C:13]([F:16])=[CH:12][C:11]=1[F:17].CC(C)=[O:31].OS(O)(=O)=O.O=[Cr](=O)=O. (4) The reactants are [C:1]([O:5][C:6]([N:8]1[CH2:14][CH2:13][C:12]2[C:15]([S:20]C(=O)N(C)C)=[C:16]([Cl:19])[CH:17]=[CH:18][C:11]=2[CH2:10][CH2:9]1)=[O:7])([CH3:4])([CH3:3])[CH3:2].[OH-].[K+]. The catalyst is CO.[NH4+].[Cl-]. The product is [C:1]([O:5][C:6]([N:8]1[CH2:14][CH2:13][C:12]2[C:15]([SH:20])=[C:16]([Cl:19])[CH:17]=[CH:18][C:11]=2[CH2:10][CH2:9]1)=[O:7])([CH3:4])([CH3:2])[CH3:3]. The yield is 1.00. (5) The reactants are [F:1][C:2]1[CH:3]=[C:4]2[C:8](=[CH:9][CH:10]=1)[NH:7][CH:6]=[CH:5]2.FC(F)(F)[C:13]([O:15][C:16](=O)C(F)(F)F)=[O:14].O. The catalyst is CN(C=O)C. The product is [CH3:16][O:15][C:13]([C:5]1[C:4]2[C:8](=[CH:9][CH:10]=[C:2]([F:1])[CH:3]=2)[NH:7][CH:6]=1)=[O:14]. The yield is 0.830.